The task is: Predict the reaction yield, written as a fraction of the theoretical maximum amount of product (1.0 means a 100% yield; for example, 0.34 means a 34% yield).. This data is from Reaction yield outcomes from USPTO patents with 853,638 reactions. (1) The reactants are [Br:1][C:2]1[CH:10]=[CH:9][C:5]([CH2:6][CH2:7][NH2:8])=[CH:4][CH:3]=1.C(N(CC)CC)C.[CH:18]([S:21](Cl)(=[O:23])=[O:22])([CH3:20])[CH3:19]. The catalyst is ClCCl. The product is [Br:1][C:2]1[CH:10]=[CH:9][C:5]([CH2:6][CH2:7][NH:8][S:21]([CH:18]([CH3:20])[CH3:19])(=[O:23])=[O:22])=[CH:4][CH:3]=1. The yield is 0.440. (2) The reactants are Br[CH2:2][C:3]1[CH:8]=[CH:7][C:6]([F:9])=[CH:5][C:4]=1[I:10].[N-:11]=[N+:12]=[N-:13].[Na+]. The catalyst is CN(C)C=O. The product is [N:11]([CH2:2][C:3]1[CH:8]=[CH:7][C:6]([F:9])=[CH:5][C:4]=1[I:10])=[N+:12]=[N-:13]. The yield is 0.970.